This data is from Full USPTO retrosynthesis dataset with 1.9M reactions from patents (1976-2016). The task is: Predict the reactants needed to synthesize the given product. (1) The reactants are: C([O:5][C:6](=[O:45])[CH2:7][N:8](C(OC(C)(C)C)=O)[C:9]1[CH:14]=[CH:13][CH:12]=[C:11]([CH:15]([S:29]([C:32]2[CH:37]=[CH:36][CH:35]=[CH:34][N:33]=2)(=[O:31])=[O:30])[NH:16][CH2:17][C:18]2[CH:23]=[CH:22][C:21]([C:24]3[S:25][CH:26]=[CH:27][N:28]=3)=[CH:20][CH:19]=2)[N:10]=1)(C)(C)C.Cl.O1CCOCC1. Given the product [N:33]1[CH:34]=[CH:35][CH:36]=[CH:37][C:32]=1[S:29]([CH:15]([NH:16][CH2:17][C:18]1[CH:23]=[CH:22][C:21]([C:24]2[S:25][CH:26]=[CH:27][N:28]=2)=[CH:20][CH:19]=1)[C:11]1[N:10]=[C:9]([NH:8][CH2:7][C:6]([OH:45])=[O:5])[CH:14]=[CH:13][CH:12]=1)(=[O:31])=[O:30], predict the reactants needed to synthesize it. (2) The reactants are: [C:1]([NH:4][CH2:5][CH:6]1[N:15]2[C:10](=[CH:11][C:12](=[O:21])[C:13]([C:16]([O:18]CC)=[O:17])=[CH:14]2)[C:9]2[CH:22]=[C:23]([O:29][CH2:30][CH3:31])[C:24]([O:26][CH2:27][CH3:28])=[CH:25][C:8]=2[CH2:7]1)(=[O:3])[CH3:2].[H-].[Na+].I[CH3:35].O[Li].O.Cl. Given the product [C:1]([N:4]([CH2:5][CH:6]1[N:15]2[C:10](=[CH:11][C:12](=[O:21])[C:13]([C:16]([OH:18])=[O:17])=[CH:14]2)[C:9]2[CH:22]=[C:23]([O:29][CH2:30][CH3:31])[C:24]([O:26][CH2:27][CH3:28])=[CH:25][C:8]=2[CH2:7]1)[CH3:35])(=[O:3])[CH3:2], predict the reactants needed to synthesize it. (3) Given the product [C:23]([O:27][C:28]([C:30]1[CH2:35][CH2:34][C:33]2[S:36][C:37]([NH:39][C:4](=[O:22])[CH2:5][N:6]3[CH2:10][C@H:9]([O:11][CH3:12])[C@@H:8]([NH:13][C:14]([C:16]4[S:17][C:18]([Cl:21])=[CH:19][CH:20]=4)=[O:15])[CH2:7]3)=[N:38][C:32]=2[N:31]=1)=[O:29])([CH3:26])([CH3:24])[CH3:25], predict the reactants needed to synthesize it. The reactants are: C(O[C:4](=[O:22])[CH2:5][N:6]1[CH2:10][C@H:9]([O:11][CH3:12])[C@@H:8]([NH:13][C:14]([C:16]2[S:17][C:18]([Cl:21])=[CH:19][CH:20]=2)=[O:15])[CH2:7]1)C.[C:23]([O:27][C:28]([C:30]1[CH2:35][CH2:34][C:33]2[S:36][C:37]([NH2:39])=[N:38][C:32]=2[N:31]=1)=[O:29])([CH3:26])([CH3:25])[CH3:24]. (4) Given the product [NH2:25][C:23]1[C:24]2[C:16]([C:13]3[CH:12]=[CH:11][C:10]([O:3][C:4]4[CH:9]=[CH:8][CH:7]=[CH:6][CH:5]=4)=[CH:15][CH:14]=3)=[CH:17][N:18]([CH:31]3[CH2:32][CH:33]4[N:38]([CH3:39])[CH:36]([CH2:35][CH2:34]4)[CH2:37]3)[C:19]=2[N:20]=[CH:21][N:22]=1, predict the reactants needed to synthesize it. The reactants are: [H-].[Na+].[O:3]([C:10]1[CH:15]=[CH:14][C:13]([C:16]2[C:24]3[C:23]([NH2:25])=[N:22][CH:21]=[N:20][C:19]=3[NH:18][CH:17]=2)=[CH:12][CH:11]=1)[C:4]1[CH:9]=[CH:8][CH:7]=[CH:6][CH:5]=1.S(O[CH:31]1[CH2:37][CH:36]2[N:38]([CH3:39])[CH:33]([CH2:34][CH2:35]2)[CH2:32]1)(C)(=O)=O. (5) Given the product [Cl:1][C:2]1[CH:7]=[C:6]([CH3:8])[N:5]2[CH:11]=[C:12]([C:13]([O:15][CH2:16][CH3:17])=[O:14])[N:9]=[C:4]2[N:3]=1, predict the reactants needed to synthesize it. The reactants are: [Cl:1][C:2]1[CH:7]=[C:6]([CH3:8])[N:5]=[C:4]([NH2:9])[N:3]=1.Br[CH2:11][C:12](=O)[C:13]([O:15][CH2:16][CH3:17])=[O:14].C(OCC)(=O)C.C(=O)([O-])O.[Na+].